Dataset: Catalyst prediction with 721,799 reactions and 888 catalyst types from USPTO. Task: Predict which catalyst facilitates the given reaction. (1) Reactant: [CH3:1][C:2]([N+:10]([O-])=O)([CH:4]([OH:9])[CH2:5][CH2:6][CH2:7][CH3:8])[CH3:3].O1CCNC1. Product: [NH2:10][C:2]([CH3:3])([CH:4]([OH:9])[CH2:5][CH2:6][CH2:7][CH3:8])[CH3:1]. The catalyst class is: 227. (2) Reactant: [N+:1]([C:4]1[CH:9]=[CH:8][C:7]([CH2:10][OH:11])=[CH:6][CH:5]=1)([O-:3])=[O:2].[C:12](=O)([O-])[O-].[K+].[K+].IC. Product: [CH3:12][O:11][CH2:10][C:7]1[CH:6]=[CH:5][C:4]([N+:1]([O-:3])=[O:2])=[CH:9][CH:8]=1. The catalyst class is: 10. (3) Reactant: [O:1]1[C:5]2[CH:6]=[CH:7][C:8]([CH:10]=[O:11])=[CH:9][C:4]=2[CH:3]=[CH:2]1.[BH4-].[Na+].[NH4+].[Cl-]. Product: [O:1]1[C:5]2[CH:6]=[CH:7][C:8]([CH2:10][OH:11])=[CH:9][C:4]=2[CH:3]=[CH:2]1. The catalyst class is: 125. (4) Reactant: [C:1]([C:3]1[CH:8]=[CH:7][C:6]([CH2:9][CH2:10][OH:11])=[CH:5][CH:4]=1)#[N:2].[C:12]1([CH3:22])[CH:17]=[CH:16][C:15]([S:18](Cl)(=[O:20])=[O:19])=[CH:14][CH:13]=1. Product: [C:1]([C:3]1[CH:8]=[CH:7][C:6]([CH2:9][CH2:10][O:11][S:18]([C:15]2[CH:16]=[CH:17][C:12]([CH3:22])=[CH:13][CH:14]=2)(=[O:20])=[O:19])=[CH:5][CH:4]=1)#[N:2]. The catalyst class is: 17. (5) Reactant: Br[C:2]1[C:7]([CH2:8][N:9]2[N:18]=[CH:17][C:16]3[C:11](=[CH:12][C:13]([C:19]4[CH:24]=[CH:23][C:22]([O:25][C:26]([F:29])([F:28])[F:27])=[CH:21][CH:20]=4)=[CH:14][CH:15]=3)[C:10]2=[O:30])=[CH:6][CH:5]=[CH:4][N:3]=1.[CH:31]1(B(O)O)[CH2:33][CH2:32]1.C(=O)([O-])[O-].[K+].[K+]. Product: [CH:31]1([C:2]2[C:7]([CH2:8][N:9]3[N:18]=[CH:17][C:16]4[C:11](=[CH:12][C:13]([C:19]5[CH:24]=[CH:23][C:22]([O:25][C:26]([F:29])([F:28])[F:27])=[CH:21][CH:20]=5)=[CH:14][CH:15]=4)[C:10]3=[O:30])=[CH:6][CH:5]=[CH:4][N:3]=2)[CH2:33][CH2:32]1. The catalyst class is: 12.